Dataset: Forward reaction prediction with 1.9M reactions from USPTO patents (1976-2016). Task: Predict the product of the given reaction. (1) Given the reactants [C:1]([CH2:3]P(=O)(OCC)OCC)#[N:2].[H-].[Na+].[CH3:14][N:15]1[C:19]([NH:20][C:21]([C:34]2[CH:39]=[CH:38][CH:37]=[CH:36][CH:35]=2)([C:28]2[CH:33]=[CH:32][CH:31]=[CH:30][CH:29]=2)[C:22]2[CH:27]=[CH:26][CH:25]=[CH:24][CH:23]=2)=[C:18]([NH:40][C:41](=[O:54])[C:42](=O)[CH2:43][CH2:44][NH:45][C:46](=[O:52])[O:47][C:48]([CH3:51])([CH3:50])[CH3:49])[CH:17]=[N:16]1.O, predict the reaction product. The product is: [C:1](/[CH:3]=[C:42](/[C:41]([NH:40][C:18]1[CH:17]=[N:16][N:15]([CH3:14])[C:19]=1[NH:20][C:21]([C:22]1[CH:27]=[CH:26][CH:25]=[CH:24][CH:23]=1)([C:28]1[CH:33]=[CH:32][CH:31]=[CH:30][CH:29]=1)[C:34]1[CH:39]=[CH:38][CH:37]=[CH:36][CH:35]=1)=[O:54])\[CH2:43][CH2:44][NH:45][C:46](=[O:52])[O:47][C:48]([CH3:49])([CH3:51])[CH3:50])#[N:2]. (2) Given the reactants [OH:1][C:2]1([CH:8]([C:23]2[CH:28]=[CH:27][C:26]([OH:29])=[CH:25][CH:24]=2)[CH2:9][N:10]2[CH2:15][CH2:14][N:13]([C:16]([O:18][C:19]([CH3:22])([CH3:21])[CH3:20])=[O:17])[CH2:12][CH2:11]2)[CH2:7][CH2:6][CH2:5][CH2:4][CH2:3]1.[C:30]1(B(O)O)[C:39]2[C:34](=[CH:35][CH:36]=[CH:37][CH:38]=2)[CH:33]=[CH:32][CH:31]=1.C([O-])(=O)C.C(N(CC)CC)C, predict the reaction product. The product is: [OH:1][C:2]1([CH:8]([C:23]2[CH:24]=[CH:25][C:26]([O:29][C:38]3[C:39]4[C:34](=[CH:33][CH:32]=[CH:31][CH:30]=4)[CH:35]=[CH:36][CH:37]=3)=[CH:27][CH:28]=2)[CH2:9][N:10]2[CH2:11][CH2:12][N:13]([C:16]([O:18][C:19]([CH3:20])([CH3:21])[CH3:22])=[O:17])[CH2:14][CH2:15]2)[CH2:7][CH2:6][CH2:5][CH2:4][CH2:3]1. (3) The product is: [C:36]([O:35][C:33]([NH:32][CH2:31][CH2:30][CH2:29][C@H:24]([NH:23][C:8]([C:7]1[C:2](=[O:1])[N:3]([CH2:11][C:12]2[CH:17]=[CH:16][CH:15]=[CH:14][C:13]=2[C:18]([F:21])([F:20])[F:19])[CH:4]=[CH:5][CH:6]=1)=[O:10])[C:25]([O:27][CH3:28])=[O:26])=[O:34])([CH3:38])([CH3:39])[CH3:37]. Given the reactants [O:1]=[C:2]1[C:7]([C:8]([OH:10])=O)=[CH:6][CH:5]=[CH:4][N:3]1[CH2:11][C:12]1[CH:17]=[CH:16][CH:15]=[CH:14][C:13]=1[C:18]([F:21])([F:20])[F:19].Cl.[NH2:23][C@@H:24]([CH2:29][CH2:30][CH2:31][NH:32][C:33]([O:35][C:36]([CH3:39])([CH3:38])[CH3:37])=[O:34])[C:25]([O:27][CH3:28])=[O:26].CN(C(ON1N=NC2C=CC=CC1=2)=[N+](C)C)C.F[P-](F)(F)(F)(F)F, predict the reaction product. (4) Given the reactants [C:1]([C:3]1[C:12]2[C:7](=[CH:8][CH:9]=[CH:10][CH:11]=2)[C:6]([C:13]([NH:15][CH:16]2[CH2:21][CH2:20][N:19](C(OC(C)(C)C)=O)[CH2:18][CH2:17]2)=[O:14])=[N:5][CH:4]=1)#[N:2].[ClH:29], predict the reaction product. The product is: [ClH:29].[C:1]([C:3]1[C:12]2[C:7](=[CH:8][CH:9]=[CH:10][CH:11]=2)[C:6]([C:13]([NH:15][CH:16]2[CH2:21][CH2:20][NH:19][CH2:18][CH2:17]2)=[O:14])=[N:5][CH:4]=1)#[N:2].